This data is from Reaction yield outcomes from USPTO patents with 853,638 reactions. The task is: Predict the reaction yield, written as a fraction of the theoretical maximum amount of product (1.0 means a 100% yield; for example, 0.34 means a 34% yield). (1) The reactants are [Br:1][C:2]1[CH:3]=[N:4][CH:5]=[C:6]([CH:9]=1)[CH:7]=[O:8].[BH4-].[Na+]. The catalyst is CO. The product is [Br:1][C:2]1[CH:9]=[C:6]([CH2:7][OH:8])[CH:5]=[N:4][CH:3]=1. The yield is 0.900. (2) The product is [ClH:27].[CH3:1][O:2][C:3]1[CH:4]=[C:5]([CH:8]=[CH:9][C:10]=1[O:11][CH3:12])[CH:6]([NH2:26])[CH3:13]. The reactants are [CH3:1][O:2][C:3]1[CH:4]=[C:5]([CH:8]=[CH:9][C:10]=1[O:11][CH3:12])[CH:6]=O.[CH3:13][Si]([N-][Si](C)(C)C)(C)C.[Li+].C[Mg]Br.[NH4+:26].[Cl-:27]. The catalyst is C1COCC1. The yield is 0.780. (3) The reactants are [O:1]1[CH2:6][CH2:5][CH:4]([CH2:7][OH:8])[CH2:3][CH2:2]1.Cl[C:10]1[N:11]=[C:12]([OH:26])[C:13]2[CH:19]=[CH:18][N:17]=[C:16]([C:20]3[N:21]=[CH:22][N:23]([CH3:25])[CH:24]=3)[C:14]=2[N:15]=1. No catalyst specified. The product is [CH3:25][N:23]1[CH:24]=[C:20]([C:16]2[C:14]3[N:15]=[C:10]([O:8][CH2:7][CH:4]4[CH2:5][CH2:6][O:1][CH2:2][CH2:3]4)[N:11]=[C:12]([OH:26])[C:13]=3[CH:19]=[CH:18][N:17]=2)[N:21]=[CH:22]1. The yield is 0.0800. (4) The reactants are N[C:2]1[C:7]([N+:8]([O-:10])=[O:9])=[CH:6][CH:5]=[CH:4][C:3]=1[OH:11].N([O-])=O.[Na+].[ClH:16]. The catalyst is O1CCOCC1.O. The product is [Cl:16][C:2]1[C:7]([N+:8]([O-:10])=[O:9])=[CH:6][CH:5]=[CH:4][C:3]=1[OH:11]. The yield is 0.480.